Predict the reaction yield, written as a fraction of the theoretical maximum amount of product (1.0 means a 100% yield; for example, 0.34 means a 34% yield). From a dataset of Reaction yield outcomes from USPTO patents with 853,638 reactions. The reactants are [C:1]([C:5]1[CH:6]=[C:7]([CH2:17][CH3:18])[C:8]([O:13]COC)=[C:9]([CH:12]=1)[CH:10]=[O:11])([CH3:4])([CH3:3])[CH3:2]. The catalyst is CO. The product is [C:1]([C:5]1[CH:12]=[C:9]([CH:10]=[O:11])[C:8]([OH:13])=[C:7]([CH2:17][CH3:18])[CH:6]=1)([CH3:4])([CH3:3])[CH3:2]. The yield is 0.990.